Dataset: Drug-target binding data from BindingDB using Kd measurements. Task: Regression. Given a target protein amino acid sequence and a drug SMILES string, predict the binding affinity score between them. We predict pKd (pKd = -log10(Kd in M); higher means stronger binding). Dataset: bindingdb_kd. (1) The drug is CC(=O)[C@@]1(O)CC[C@H]2[C@@H]3CC=C4C[C@@H](O)CC[C@]4(C)[C@H]3CC[C@@]21C. The target protein (P04278) has sequence MESRGPLATSRLLLLLLLLLLRHTRQGWALRPVLPTQSAHDPPAVHLSNGPGQEPIAVMTFDLTKITKTSSSFEVRTWDPEGVIFYGDTNPKDDWFMLGLRDGRPEIQLHNHWAQLTVGAGPRLDDGRWHQVEVKMEGDSVLLEVDGEEVLRLRQVSGPLTSKRHPIMRIALGGLLFPASNLRLPLVPALDGCLRRDSWLDKQAEISASAPTSLRSCDVESNPGIFLPPGTQAEFNLRDIPQPHAEPWAFSLDLGLKQAAGSGHLLALGTPENPSWLSLHLQDQKVVLSSGSGPGLDLPLVLGLPLQLKLSMSRVVLSQGSKMKALALPPLGLAPLLNLWAKPQGRLFLGALPGEDSSTSFCLNGLWAQGQRLDVDQALNRSHEIWTHSCPQSPGNGTDASH. The pKd is 6.4. (2) The small molecule is CC(=O)NC(C(=O)N[C@H](Cc1cc2ccccc2n1C(C)=O)C(=O)NC(Cc1ccccc1)C(=O)N(C)Cc1ccccc1)C(C)O. The target protein (P30547) has sequence MDNVLPVDSDLFPNISTNTSEPNQFVQPAWQIVLWAAAYTVIVVTSVVGNVVVMWIILAHKRMRTVTNYFLVNLAFAEASMAAFNTVVNFTYAVHNEWYYGLFYCKFHNFFPIAAVFASIYSMTAVAFDRYMAIIHPLQPRLSATATKVVICVIWVLALLLAFPQGYYSTTETMPGRVVCMIEWPSHPDKIYEKVYHICVTVLIYFLPLLVIGYAYTVVGITLWASEIPGDSSDRYHEQVSAKRKVVKMMIVVVCTFAICWLPFHIFFLLPYINPDLYLKKFIQQVYLAIMWLAMSSTMYNPIIYCCLNDRFRLGFKHAFRCCPFISAADYEGLEMKSTRYFQTQGSVYKVSRLETTISTVVGAHEEDPEEGPKATPSSLDLTSNGSSRSNSKTVTESSSFYSNMLS. The pKd is 8.0. (3) The pKd is 5.2. The target protein (P01579) has sequence MKYTSYILAFQLCIVLGSLGCYCQDPYVKEAENLKKYFNAGHSDVADNGTLFLGILKNWKEESDRKIMQSQIVSFYFKLFKNFKDDQSIQKSVETIKEDMNVKFFNSNKKKRDDFEKLTNYSVTDLNVQRKAIHELIQVMAELSPAAKTGKRKRSQMLFRGRRASQ. The drug is CCCCCO[C@H]1O[C@H](COS(=O)(=O)[O-])[C@@H](O[C@@H]2O[C@@H](C(=O)[O-])[C@@H](O[C@H]3O[C@H](COS(=O)(=O)[O-])[C@@H](O[C@@H]4O[C@@H](C(=O)[O-])[C@@H](O[C@H]5O[C@H](COS(=O)(=O)[O-])[C@@H](O[C@@H]6O[C@@H](C(=O)[O-])[C@@H](O)[C@H](O)[C@H]6OS(=O)(=O)[O-])[C@H](O)[C@H]5NC(C)=O)[C@H](O)[C@H]4OS(=O)(=O)[O-])[C@H](O)[C@H]3NS(=O)(=O)[O-])[C@H](O)[C@H]2O)[C@H](O)[C@H]1NC(C)=O.[Na+].[Na+].[Na+].[Na+].[Na+].[Na+].[Na+].[Na+].[Na+]. (4) The compound is O=C(CCCCCCC(=O)Nc1ccc(-c2c3ccc(=O)cc-3oc3cc(O)ccc23)c(C(=O)O)c1)NO. The target protein sequence is SSPITGLVYDQRMMLHHNMWDSHHPELPQRISRIFSRHEELRLLSRCHRIPARLATEEELALCHSSKHISIIKSSEHMKPRDLNRLGDEYNAIFISNESYTCALLAAGSCFNSAQAILTGQVRNAVAIVRPPGHHAEKDTACGFCFFNTAALTARYAQSITRESLRVLIVDWDVHHGNGTQHIFEEDDSVLYISLHRYEDGAFFPNSEDANYDKVGLGKGRGYNVNIPWNGGKMGDPEYMAAFHHLVMPIAREFAPELVLVSAGFDAARGDPLGGFQVTPEGYAHLTHQLMSLAAGRVLIILEGGYNLTSISESMSMCTSMLLGDSPPSLDHLTPLKTSATVSINNVLRAHAPFWSSLR. The pKd is 6.8. (5) The small molecule is CCN(CC)CCNC(=O)c1c(C)[nH]c(/C=C2\C(=O)Nc3ccc(F)cc32)c1C. The target protein sequence is HHSTVADGLITTLHYPAPKRNKPTVYGVSPNYDKWEMERTDITMKHKLGGGQYGEVYEGVWKKYSLTVAVKTLKEDTMEVEEFLKEAAVMKEIKHPNLVQLLGVCTREPPFYIIIEFMTYGNLLDYLRECNRQEVNAVVLLYMATQISSAMEYLEKKNFIHRDLAARNCLVGENHLVKVADFGLSRLMTGDTYTAHAGAKFPIKWTAPESLAYNKFSIKSDVWAFGVLLWEIATYGMSPYPGIDLSQVYELLEKDYRMERPEGCPEKVYELMRACWQWNPSDRPSFAEIHQAFETMFQES. The pKd is 6.7. (6) The drug is COc1ccc2[nH]cc(CCNC(=O)[C@H](Cc3ccncc3)NC(=O)[C@H](Cc3ccc(Cl)cc3)NC(=O)[C@H](Cc3c[nH]c4ccc(O)cc34)NC(=O)CCCN)c2c1. The target protein sequence is NEVTLLDSRSVQGELGWIASPLEGGWEEVSIMDEKNTPIRTYQVCNVMEPSQNNWLRTDWITREGAQRVYIEIKFTLRDCNSLPGVMGTCKETFNLYYYESDNDKERFIRENQFVKIDTIAADESFTQVDAGDRIMKLNTEIRDVGPLSKKGFYLAFQDVGACIALVSVRVFYKKCPLTVR. The pKd is 6.5. (7) The small molecule is CS(=O)(=O)N1CCN(Cc2cc3nc(-c4cccc5[nH]ncc45)nc(N4CCOCC4)c3s2)CC1. The target is PFCDPK1(Pfalciparum). The pKd is 5.0.